Dataset: Full USPTO retrosynthesis dataset with 1.9M reactions from patents (1976-2016). Task: Predict the reactants needed to synthesize the given product. (1) Given the product [Br:1][C:2]1[CH:7]=[C:6]([F:8])[CH:5]=[C:4]([N+:9]([O-:11])=[O:10])[C:3]=1/[CH:12]=[CH:15]/[N:16]([CH3:18])[CH3:17], predict the reactants needed to synthesize it. The reactants are: [Br:1][C:2]1[CH:7]=[C:6]([F:8])[CH:5]=[C:4]([N+:9]([O-:11])=[O:10])[C:3]=1[CH3:12].CO[CH:15](OC)[N:16]([CH3:18])[CH3:17].N1CCCC1. (2) Given the product [C@@H:57]1([O:56][C@@H:46]2[C@@H:45]([CH2:96][OH:97])[O:44][C@H:10]([O:11][C@H:12]3[C@H:16]([OH:17])[CH2:15][NH:14][C@@H:13]3[CH2:35][OH:36])[C@H:9]([OH:8])[C@H:47]2[OH:48])[O:86][C@H:85]([CH2:87][OH:88])[C@@H:76]([OH:77])[C@H:67]([OH:68])[C@H:58]1[OH:59], predict the reactants needed to synthesize it. The reactants are: C([O:8][C@@H:9]1[C@@H:47]([O:48]CC2C=CC=CC=2)[C@H:46]([O:56][C@@H:57]2[O:86][C@H:85]([CH2:87][O:88]CC3C=CC=CC=3)[C@@H:76]([O:77]CC3C=CC=CC=3)[C@H:67]([O:68]CC3C=CC=CC=3)[C@H:58]2[O:59]CC2C=CC=CC=2)[C@@H:45]([CH2:96][O:97]CC2C=CC=CC=2)[O:44][C@@H:10]1[O:11][C@H:12]1[C@H:16]([O:17]CC2C=CC=CC=2)[CH2:15][N:14](C(OCC2C=CC=CC=2)=O)[C@@H:13]1[CH2:35][O:36]CC1C=CC=CC=1)C1C=CC=CC=1.C(OCC)(=O)C.Cl.CO. (3) Given the product [O:28]1[C:27]2[CH:32]=[CH:33][C:24]([NH:21][C:22]([NH:1][CH2:2][C:3]3[CH:4]=[C:5]4[C:9](=[CH:10][CH:11]=3)[C:8](=[O:12])[N:7]([CH:13]3[CH2:18][CH2:17][C:16](=[O:19])[NH:15][C:14]3=[O:20])[CH2:6]4)=[O:23])=[CH:25][C:26]=2[O:31][CH2:30][CH2:29]1, predict the reactants needed to synthesize it. The reactants are: [NH2:1][CH2:2][C:3]1[CH:4]=[C:5]2[C:9](=[CH:10][CH:11]=1)[C:8](=[O:12])[N:7]([CH:13]1[CH2:18][CH2:17][C:16](=[O:19])[NH:15][C:14]1=[O:20])[CH2:6]2.[N:21]([C:24]1[CH:33]=[CH:32][C:27]2[O:28][CH2:29][CH2:30][O:31][C:26]=2[CH:25]=1)=[C:22]=[O:23].C(N(CC)CC)C.Cl. (4) Given the product [CH3:9][N:8]([CH3:10])[C:6](=[O:7])[C:5]1[CH:11]=[CH:12][C:2]([C:18]#[C:17][Si:14]([CH3:16])([CH3:15])[CH3:13])=[CH:3][CH:4]=1, predict the reactants needed to synthesize it. The reactants are: I[C:2]1[CH:12]=[CH:11][C:5]([C:6]([N:8]([CH3:10])[CH3:9])=[O:7])=[CH:4][CH:3]=1.[CH3:13][Si:14]([C:17]#[CH:18])([CH3:16])[CH3:15].C(NC(C)C)(C)C. (5) Given the product [CH2:24]([N:28]1[C:36]2[N:35]=[C:34]([Cl:37])[NH:33][C:32]=2[C:31](=[O:38])[N:30]([CH2:39][CH2:40][CH2:41][CH2:42][C:43]2[N:44]=[C:4]([C:3]3[C:7]([F:11])=[CH:8][CH:9]=[CH:10][C:2]=3[F:1])[O:6][N:46]=2)[C:29]1=[O:48])[CH2:25][CH2:26][CH3:27], predict the reactants needed to synthesize it. The reactants are: [F:1][C:2]1[CH:10]=[CH:9][CH:8]=[C:7]([F:11])[C:3]=1[C:4]([OH:6])=O.C1N=CN(C(N2C=NC=C2)=O)C=1.[CH2:24]([N:28]1[C:36]2[N:35]=[C:34]([Cl:37])[NH:33][C:32]=2[C:31](=[O:38])[N:30]([CH2:39][CH2:40][CH2:41][CH2:42]/[C:43](=[N:46]/[H])/[NH:44]O)[C:29]1=[O:48])[CH2:25][CH2:26][CH3:27].